From a dataset of Full USPTO retrosynthesis dataset with 1.9M reactions from patents (1976-2016). Predict the reactants needed to synthesize the given product. (1) Given the product [C:1]([C:3]1[CH:4]=[CH:5][C:6]([NH:23][C@@H:24]([CH3:27])[CH2:25][O:26][S:29]([CH3:28])(=[O:31])=[O:30])=[C:7]([CH:22]=1)[C:8]([NH:10][CH2:11][C:12]1[CH:17]=[CH:16][C:15]([O:18][CH3:19])=[C:14]([O:20][CH3:21])[CH:13]=1)=[O:9])#[N:2], predict the reactants needed to synthesize it. The reactants are: [C:1]([C:3]1[CH:4]=[CH:5][C:6]([NH:23][C@@H:24]([CH3:27])[CH2:25][OH:26])=[C:7]([CH:22]=1)[C:8]([NH:10][CH2:11][C:12]1[CH:17]=[CH:16][C:15]([O:18][CH3:19])=[C:14]([O:20][CH3:21])[CH:13]=1)=[O:9])#[N:2].[CH3:28][S:29](Cl)(=[O:31])=[O:30]. (2) Given the product [C:1]([O:5][C:6]([N:8]([CH2:9][C:10]1[CH:11]=[CH:12][C:13]([NH2:16])=[CH:14][CH:15]=1)[CH2:19][C:20]1[CH:25]=[CH:24][C:23]([NH2:26])=[CH:22][CH:21]=1)=[O:7])([CH3:4])([CH3:2])[CH3:3], predict the reactants needed to synthesize it. The reactants are: [C:1]([O:5][C:6]([N:8]([CH2:19][C:20]1[CH:25]=[CH:24][C:23]([N+:26]([O-])=O)=[CH:22][CH:21]=1)[CH2:9][C:10]1[CH:15]=[CH:14][C:13]([N+:16]([O-])=O)=[CH:12][CH:11]=1)=[O:7])([CH3:4])([CH3:3])[CH3:2].[H][H]. (3) The reactants are: [O:1]1[CH:6]([CH2:7][NH2:8])[CH2:5][O:4][C:3]2[CH:9]=[CH:10][CH:11]=[CH:12][C:2]1=2.C([O:17][C:18]([C:20]1[CH:25]=[CH:24][CH:23]=[CH:22][C:21]=1[C:26]1[CH:31]=[CH:30][C:29]([CH2:32][N:33]2[C:41]3[C:36](=[CH:37][C:38]([C:42](O)=[O:43])=[CH:39][CH:40]=3)[C:35]([CH3:45])=[C:34]2[CH3:46])=[CH:28][CH:27]=1)=[O:19])(C)(C)C. Given the product [O:1]1[CH:6]([CH2:7][NH:8][C:42]([C:38]2[CH:37]=[C:36]3[C:41](=[CH:40][CH:39]=2)[N:33]([CH2:32][C:29]2[CH:28]=[CH:27][C:26]([C:21]4[C:20]([C:18]([OH:19])=[O:17])=[CH:25][CH:24]=[CH:23][CH:22]=4)=[CH:31][CH:30]=2)[C:34]([CH3:46])=[C:35]3[CH3:45])=[O:43])[CH2:5][O:4][C:3]2[CH:9]=[CH:10][CH:11]=[CH:12][C:2]1=2, predict the reactants needed to synthesize it. (4) Given the product [NH2:1][C:2]1[S:3][C:4]([I:18])=[C:5]([C:7]([O:9][CH3:10])=[O:8])[N:6]=1, predict the reactants needed to synthesize it. The reactants are: [NH2:1][C:2]1[S:3][CH:4]=[C:5]([C:7]([O:9][CH3:10])=[O:8])[N:6]=1.C1C(=O)N([I:18])C(=O)C1.